This data is from Forward reaction prediction with 1.9M reactions from USPTO patents (1976-2016). The task is: Predict the product of the given reaction. (1) Given the reactants [CH2:1]([C:3]1(O)[C:11]2[C:6](=[CH:7][C:8]([F:12])=[CH:9][CH:10]=2)[CH2:5][CH2:4]1)[CH3:2].[F:14][C:15]1[CH:16]=[CH:17][CH:18]=[C:19]2[C:23]=1[NH:22][CH:21]=[CH:20]2, predict the reaction product. The product is: [CH2:1]([C:3]1([C:20]2[C:19]3[C:23](=[C:15]([F:14])[CH:16]=[CH:17][CH:18]=3)[NH:22][CH:21]=2)[C:11]2[C:6](=[CH:7][C:8]([F:12])=[CH:9][CH:10]=2)[CH2:5][CH2:4]1)[CH3:2]. (2) Given the reactants COC[O:4][C:5]1[CH:10]=[C:9]([O:11]COC)[CH:8]=[CH:7][C:6]=1[C:15]1[N:16]([CH2:34][CH2:35][O:36]C2CCCCO2)[C:17]2[C:22]([C:23]=1[CH:24]1[CH2:29][CH2:28][CH2:27][CH2:26][CH2:25]1)=[CH:21][CH:20]=[C:19]([C:30]([O:32][CH3:33])=[O:31])[CH:18]=2.Cl, predict the reaction product. The product is: [CH:24]1([C:23]2[C:22]3[C:17](=[CH:18][C:19]([C:30]([O:32][CH3:33])=[O:31])=[CH:20][CH:21]=3)[N:16]([CH2:34][CH2:35][OH:36])[C:15]=2[C:6]2[CH:7]=[CH:8][C:9]([OH:11])=[CH:10][C:5]=2[OH:4])[CH2:25][CH2:26][CH2:27][CH2:28][CH2:29]1. (3) Given the reactants [C:1]([O:6][CH2:7][C:8]1[CH:13]=[CH:12][CH:11]=[CH:10][CH:9]=1)(=[O:5])[C:2](C)=[CH2:3].[O:14]=[O+][O-].CSC, predict the reaction product. The product is: [C:1]([O:6][CH2:7][C:8]1[CH:13]=[CH:12][CH:11]=[CH:10][CH:9]=1)(=[O:5])[C:2]([CH3:3])=[O:14].